From a dataset of Catalyst prediction with 721,799 reactions and 888 catalyst types from USPTO. Predict which catalyst facilitates the given reaction. (1) Reactant: [NH2:1][C:2]1[CH:3]=[C:4]2[C:14](=[O:15])[NH:13][N:12]=[CH:11][C:6]3=[CH:7][NH:8][C:9]([CH:10]=1)=[C:5]23.[CH2:16]1[C:25]2[C:20](=[CH:21][CH:22]=[CH:23][CH:24]=2)[CH2:19][CH2:18][N:17]1[CH2:26][C:27]([OH:29])=O.C(N([CH2:35][CH3:36])CC)C.F[P-](F)(F)(F)(F)F.N1(OC(N(C)C)=[N+](C)C)[C:48]2N=C[CH:51]=[CH:52][C:47]=2N=N1. Product: [CH2:16]1[C:25]2[C:20](=[CH:21][CH:22]=[CH:23][CH:24]=2)[CH2:19][CH2:18][N:17]1[CH2:26][C:27]([NH:1][C:2]1[CH:3]=[C:4]2[C:14](=[O:15])[NH:13][N:12]=[CH:11][C:6]3=[C:7]([C:36]4[CH:35]=[CH:51][CH:52]=[CH:47][CH:48]=4)[NH:8][C:9]([CH:10]=1)=[C:5]23)=[O:29]. The catalyst class is: 9. (2) Product: [CH:14]1([S:19][CH:4]([C:5]2[CH:10]=[CH:9][C:8]([F:11])=[CH:7][CH:6]=2)[C:3]([OH:2])=[O:13])[CH2:18][CH2:17][CH2:16][CH2:15]1.[CH:14]1([S:19][CH:4]([C:5]2[CH:6]=[CH:7][C:8]([F:11])=[CH:9][CH:10]=2)[C:3]([NH:20][C:21]2[S:22][CH:23]=[CH:24][N:25]=2)=[O:13])[CH2:18][CH2:17][CH2:16][CH2:15]1. The catalyst class is: 1. Reactant: C[O:2][C:3](=[O:13])[CH:4](Br)[C:5]1[CH:10]=[CH:9][C:8]([F:11])=[CH:7][CH:6]=1.[CH:14]1([SH:19])[CH2:18][CH2:17][CH2:16][CH2:15]1.[NH2:20][C:21]1[S:22][CH:23]=[CH:24][N:25]=1. (3) Reactant: [F:1][C:2]1[CH:30]=[CH:29][CH:28]=[CH:27][C:3]=1[N:4]([CH2:16][C:17]1[CH:18]=[C:19]([CH:24]=[CH:25][CH:26]=1)[C:20]([O:22]C)=[O:21])[C:5]([O:7][C@@H:8]1[CH:13]2[CH2:14][CH2:15][N:10]([CH2:11][CH2:12]2)[CH2:9]1)=[O:6].O.[OH-].[Li+]. Product: [F:1][C:2]1[CH:30]=[CH:29][CH:28]=[CH:27][C:3]=1[N:4]([CH2:16][C:17]1[CH:18]=[C:19]([CH:24]=[CH:25][CH:26]=1)[C:20]([OH:22])=[O:21])[C:5]([O:7][C@@H:8]1[CH:13]2[CH2:14][CH2:15][N:10]([CH2:11][CH2:12]2)[CH2:9]1)=[O:6]. The catalyst class is: 193. (4) Reactant: C([N:20]1[CH:24]=[C:23]([C:25]2[C:26]([NH2:31])=[N:27][CH:28]=[CH:29][CH:30]=2)[CH:22]=[N:21]1)(C1C=CC=CC=1)(C1C=CC=CC=1)C1C=CC=CC=1.Cl.CO. Product: [NH:20]1[CH:24]=[C:23]([C:25]2[C:26]([NH2:31])=[N:27][CH:28]=[CH:29][CH:30]=2)[CH:22]=[N:21]1. The catalyst class is: 7.